From a dataset of Reaction yield outcomes from USPTO patents with 853,638 reactions. Predict the reaction yield, written as a fraction of the theoretical maximum amount of product (1.0 means a 100% yield; for example, 0.34 means a 34% yield). (1) The reactants are [CH3:1][C@H:2]1[C:10]2[C:9](O)=[N:8][CH:7]=[N:6][C:5]=2[CH2:4][CH2:3]1.O=P(Cl)(Cl)[Cl:14]. No catalyst specified. The product is [Cl:14][C:9]1[C:10]2[C@H:2]([CH3:1])[CH2:3][CH2:4][C:5]=2[N:6]=[CH:7][N:8]=1. The yield is 0.490. (2) The reactants are [C:1]([BH3-])#[N:2].[Na+].[CH3:5][N:6]1[C:11](=[O:12])[CH:10]=[C:9]([CH:13]2[CH2:18][CH2:17]N[CH2:15][CH2:14]2)[C:8]([C:19]2[CH:24]=[CH:23][CH:22]=[CH:21][C:20]=2[O:25][C:26]2[CH:31]=[CH:30][CH:29]=[CH:28][CH:27]=2)=[N:7]1.C=O.C(O)(=O)C.C(=O)(O)[O-].[Na+]. The catalyst is CO. The product is [CH3:5][N:6]1[C:11](=[O:12])[CH:10]=[C:9]([CH:13]2[CH2:14][CH2:15][N:2]([CH3:1])[CH2:17][CH2:18]2)[C:8]([C:19]2[CH:24]=[CH:23][CH:22]=[CH:21][C:20]=2[O:25][C:26]2[CH:27]=[CH:28][CH:29]=[CH:30][CH:31]=2)=[N:7]1. The yield is 0.575. (3) The product is [Cl:1][C:2]1[CH:7]=[CH:6][N:5]2[N:8]=[C:9]([C:11]3[CH:12]=[CH:13][C:14]([O:17][CH3:18])=[CH:15][CH:16]=3)[C:10]([C:19](=[O:21])[CH3:20])=[C:4]2[CH:3]=1. The catalyst is C1(C)C=CC=CC=1. The yield is 0.660. The reactants are [Cl:1][C:2]1[CH:7]=[CH:6][N:5]2[N:8]=[C:9]([C:11]3[CH:16]=[CH:15][C:14]([O:17][CH3:18])=[CH:13][CH:12]=3)[CH:10]=[C:4]2[CH:3]=1.[C:19](OC(=O)C)(=[O:21])[CH3:20].B(F)(F)F. (4) The reactants are [CH2:1]([O:3][C:4](=[O:16])[CH2:5][N:6]1[C:14]2[CH2:13][CH2:12][CH2:11][C:10](=[O:15])[C:9]=2[CH:8]=[N:7]1)[CH3:2].C(N(CC)CC)C.Cl. The catalyst is C(N(CC)CC)C.C(O)=O. The product is [CH2:1]([O:3][C:4](=[O:16])[CH2:5][N:6]1[C:14]2[CH2:13][CH2:12][CH2:11][C@H:10]([OH:15])[C:9]=2[CH:8]=[N:7]1)[CH3:2]. The yield is 0.850. (5) The yield is 0.540. The product is [C:19]([O:22][N:18]=[C:7]([C:3]1[C:2]([NH2:1])=[N:6][O:5][N:4]=1)[NH:8][C:10]1[CH:15]=[CH:14][C:13]([F:16])=[C:12]([Cl:17])[CH:11]=1)(=[O:21])[CH3:20]. No catalyst specified. The reactants are [NH2:1][C:2]1[C:3]([C:7](=[NH:18])[N:8]([C:10]2[CH:15]=[CH:14][C:13]([F:16])=[C:12]([Cl:17])[CH:11]=2)O)=[N:4][O:5][N:6]=1.[C:19]([O:22]C(=O)C)(=[O:21])[CH3:20]. (6) The reactants are Br.[F:2][C:3]1[C:4](Br)=[N:5][CH:6]=[CH:7][C:8]=1[C:9](=O)[CH3:10].[CH3:13][C:14]1[CH:15]=[C:16]([NH:20][C:21]([NH2:23])=[S:22])[CH:17]=[CH:18][CH:19]=1.N. The catalyst is CCO.O. The product is [F:2][C:3]1[CH:4]=[N:5][CH:6]=[CH:7][C:8]=1[C:9]1[N:23]=[C:21]([NH:20][C:16]2[CH:17]=[CH:18][CH:19]=[C:14]([CH3:13])[CH:15]=2)[S:22][CH:10]=1. The yield is 0.720. (7) The reactants are [CH3:1][O:2][C:3]1[CH:8]=[CH:7][CH:6]=[CH:5][C:4]=1[C:9]1[C:17]2[C:12](=[N:13][CH:14]=[C:15]([C:18]3[CH:19]=[C:20]([CH:23]=[CH:24][CH:25]=3)[C:21]#[N:22])[CH:16]=2)[N:11](COCC[Si](C)(C)C)[N:10]=1. The catalyst is FC(F)(F)C(O)=O. The product is [CH3:1][O:2][C:3]1[CH:8]=[CH:7][CH:6]=[CH:5][C:4]=1[C:9]1[C:17]2[C:12](=[N:13][CH:14]=[C:15]([C:18]3[CH:19]=[C:20]([CH:23]=[CH:24][CH:25]=3)[C:21]#[N:22])[CH:16]=2)[NH:11][N:10]=1. The yield is 0.300. (8) The reactants are C([O:8][C:9]1[N:24]=[C:23]([C:25]2[CH:30]=[CH:29][C:28]([N:31]([CH3:33])[CH3:32])=[CH:27][CH:26]=2)[C:22]([CH2:34][O:35][CH3:36])=[C:21]([O:37]CC2C=CC=CC=2)[C:10]=1[C:11]([O:13]CC1C=CC=CC=1)=[O:12])C1C=CC=CC=1. The catalyst is CO.C(Cl)Cl.[Pd]. The product is [CH3:32][N:31]([CH3:33])[C:28]1[CH:29]=[CH:30][C:25]([C:23]2[NH:24][C:9](=[O:8])[C:10]([C:11]([OH:13])=[O:12])=[C:21]([OH:37])[C:22]=2[CH2:34][O:35][CH3:36])=[CH:26][CH:27]=1. The yield is 0.530. (9) The product is [Br:1][C:2]1[CH:7]=[CH:6][C:5]([O:8][CH:9]=[CH2:10])=[CH:4][CH:3]=1. The reactants are [Br:1][C:2]1[CH:7]=[CH:6][C:5]([O:8][CH2:9][CH2:10]Cl)=[CH:4][CH:3]=1.CC(C)([O-])C.[K+]. The catalyst is C1COCC1. The yield is 0.740. (10) The reactants are [Cl:1][CH:2]([C:13]1[C:18]([F:19])=[CH:17][CH:16]=[CH:15][C:14]=1[F:20])[S:3]([C:6]1[CH2:10][C:9]([CH3:12])([CH3:11])[O:8][N:7]=1)(=[O:5])=[O:4].[Cl:21]N1C(=O)CCC1=O. The catalyst is C1COCC1. The product is [Cl:1][C:2]([Cl:21])([C:13]1[C:14]([F:20])=[CH:15][CH:16]=[CH:17][C:18]=1[F:19])[S:3]([C:6]1[CH2:10][C:9]([CH3:12])([CH3:11])[O:8][N:7]=1)(=[O:4])=[O:5]. The yield is 0.480.